From a dataset of Forward reaction prediction with 1.9M reactions from USPTO patents (1976-2016). Predict the product of the given reaction. (1) Given the reactants [OH:1][CH:2]([C:46]1[CH:51]=[CH:50][CH:49]=[CH:48][CH:47]=1)[CH2:3][CH2:4][CH:5]1[C:8](=[O:9])[N:7]([C:10]2[CH:15]=[CH:14][C:13]([NH:16][C:17](=[O:37])[CH2:18][CH2:19][CH2:20][CH2:21][NH:22][C:23](=[O:36])[CH:24]([NH2:35])[CH2:25][C:26]3[CH:31]=[CH:30][C:29]([N:32]=[N+:33]=[N-:34])=[CH:28][CH:27]=3)=[CH:12][CH:11]=2)[CH:6]1[C:38]1[CH:43]=[CH:42][C:41]([O:44][CH3:45])=[CH:40][CH:39]=1.[C:52](C1CC(=O)N(O)C1=O)(=[O:66])[CH2:53][CH2:54][CH2:55][CH2:56][C@H:57]1[C@@H:65]2[C@@H:60]([NH:61][C:62]([NH:64]2)=[O:63])[CH2:59][S:58]1, predict the reaction product. The product is: [N:32]([C:29]1[CH:30]=[CH:31][C:26]([CH2:25][CH:24]([NH:35][C:52](=[O:66])[CH2:53][CH2:54][CH2:55][CH2:56][CH:57]2[CH:65]3[NH:64][C:62](=[O:63])[NH:61][CH:60]3[CH2:59][S:58]2)[C:23](=[O:36])[NH:22][CH2:21][CH2:20][CH2:19][CH2:18][C:17](=[O:37])[NH:16][C:13]2[CH:12]=[CH:11][C:10]([N:7]3[C:8](=[O:9])[CH:5]([CH2:4][CH2:3][CH:2]([OH:1])[C:46]4[CH:47]=[CH:48][CH:49]=[CH:50][CH:51]=4)[CH:6]3[C:38]3[CH:39]=[CH:40][C:41]([O:44][CH3:45])=[CH:42][CH:43]=3)=[CH:15][CH:14]=2)=[CH:27][CH:28]=1)=[N+:33]=[N-:34]. (2) Given the reactants [CH3:1][O:2][C:3]1[CH:20]=[C:19]([O:21][CH3:22])[CH:18]=[CH:17][C:4]=1[C:5]([C:7]1[CH:12]=[CH:11][C:10](OCCO)=[CH:9][CH:8]=1)=[O:6].[C:23]([O:28][C:29](=O)[C:30](C)=C)(=[O:27])[C:24]([CH3:26])=[CH2:25].C(N(CC)CC)C.O, predict the reaction product. The product is: [CH3:1][O:2][C:3]1[CH:20]=[C:19]([O:21][CH3:22])[CH:18]=[CH:17][C:4]=1[C:5]([C:7]1[CH:8]=[CH:9][C:10]([CH2:30][CH2:29][O:28][C:23](=[O:27])[C:24]([CH3:26])=[CH2:25])=[CH:11][CH:12]=1)=[O:6].